Dataset: Reaction yield outcomes from USPTO patents with 853,638 reactions. Task: Predict the reaction yield, written as a fraction of the theoretical maximum amount of product (1.0 means a 100% yield; for example, 0.34 means a 34% yield). (1) The reactants are [F:1][C:2]([F:33])([F:32])[C:3]1[CH:4]=[C:5]([CH:25]=[C:26]([C:28]([F:31])([F:30])[F:29])[CH:27]=1)[CH2:6][N:7]([CH3:24])[C@@H:8]1[CH2:12][N:11]([CH2:13][C:14]2[CH:19]=[CH:18][C:17]([Cl:20])=[CH:16][CH:15]=2)[C@H:10]([C:21](O)=[O:22])[CH2:9]1.[F:34][C:35]([F:49])([F:48])[C:36]1[CH:37]=[C:38]([N:42]2[CH2:47][CH2:46][NH:45][CH2:44][CH2:43]2)[CH:39]=[CH:40][CH:41]=1. No catalyst specified. The product is [F:33][C:2]([F:1])([F:32])[C:3]1[CH:4]=[C:5]([CH:25]=[C:26]([C:28]([F:29])([F:30])[F:31])[CH:27]=1)[CH2:6][N:7]([CH3:24])[C@@H:8]1[CH2:12][N:11]([CH2:13][C:14]2[CH:19]=[CH:18][C:17]([Cl:20])=[CH:16][CH:15]=2)[C@H:10]([C:21]([N:45]2[CH2:46][CH2:47][N:42]([C:38]3[CH:39]=[CH:40][CH:41]=[C:36]([C:35]([F:34])([F:48])[F:49])[CH:37]=3)[CH2:43][CH2:44]2)=[O:22])[CH2:9]1. The yield is 0.100. (2) The reactants are [F:1][C:2]1[CH:7]=[CH:6][C:5]([C:8]2[C:12]([CH2:13][NH:14][C:15]3[CH:16]=[C:17]([C:21]([OH:23])=O)[N:18]([CH3:20])[N:19]=3)=[C:11]([CH3:24])[O:10][N:9]=2)=[CH:4][CH:3]=1.O.ON1C2C=CC=CC=2N=N1.C(N(C(C)C)C(C)C)C.[OH:45][C:46]([CH3:50])([CH3:49])[CH2:47][NH2:48].[Cl-].[Na+]. The catalyst is CN(C=O)C. The product is [OH:45][C:46]([CH3:50])([CH3:49])[CH2:47][NH:48][C:21]([C:17]1[N:18]([CH3:20])[N:19]=[C:15]([NH:14][CH2:13][C:12]2[C:8]([C:5]3[CH:6]=[CH:7][C:2]([F:1])=[CH:3][CH:4]=3)=[N:9][O:10][C:11]=2[CH3:24])[CH:16]=1)=[O:23]. The yield is 0.140. (3) The reactants are Br[C:2]1[CH:3]=[C:4]([C:8]2([C:20]3[CH:25]=[CH:24][N:23]=[C:22]([CH3:26])[CH:21]=3)[C:16]3[C:11](=[C:12]([F:18])[CH:13]=[C:14]([Cl:17])[CH:15]=3)[C:10]([NH2:19])=[N:9]2)[CH:5]=[CH:6][CH:7]=1.[N:27]1[CH:32]=[C:31](B(O)O)[CH:30]=[N:29][CH:28]=1.C(=O)([O-])[O-].[K+].[K+]. The catalyst is CN(C=O)C.O.C1C=CC(P(C2C=CC=CC=2)[C-]2C=CC=C2)=CC=1.C1C=CC(P(C2C=CC=CC=2)[C-]2C=CC=C2)=CC=1.Cl[Pd]Cl.[Fe+2]. The product is [Cl:17][C:14]1[CH:15]=[C:16]2[C:11]([C:10]([NH2:19])=[N:9][C:8]2([C:20]2[CH:25]=[CH:24][N:23]=[C:22]([CH3:26])[CH:21]=2)[C:4]2[CH:5]=[CH:6][CH:7]=[C:2]([C:31]3[CH:32]=[N:27][CH:28]=[N:29][CH:30]=3)[CH:3]=2)=[C:12]([F:18])[CH:13]=1. The yield is 0.310. (4) The reactants are C([O:8][C:9]([C@@H:11]1[CH2:15][CH2:14][CH2:13][N:12]1[C:16](=[O:32])[C@H:17]([NH:24][C:25]([O:27][C:28]([CH3:31])([CH3:30])[CH3:29])=[O:26])[C:18]1[CH:23]=[CH:22][CH:21]=[CH:20][CH:19]=1)=[O:10])C1C=CC=CC=1. The catalyst is C(O)C.[Pd]. The product is [C:28]([O:27][C:25]([NH:24][C@H:17]([C:18]1[CH:23]=[CH:22][CH:21]=[CH:20][CH:19]=1)[C:16]([N:12]1[CH2:13][CH2:14][CH2:15][C@H:11]1[C:9]([OH:10])=[O:8])=[O:32])=[O:26])([CH3:31])([CH3:29])[CH3:30]. The yield is 0.620. (5) The reactants are C(OC(=O)[NH:10][CH2:11][CH2:12][NH:13][C:14]([CH:16]1[CH2:21][CH2:20][N:19]([C:22]2[C:27]([C:28]3[CH:33]=[CH:32][CH:31]=[CH:30][CH:29]=3)=[CH:26][N:25]=[CH:24][C:23]=2[Cl:34])[CH2:18][CH2:17]1)=[O:15])C1C=CC=CC=1.[Si](I)(C)(C)C. The catalyst is C(Cl)Cl. The product is [NH2:10][CH2:11][CH2:12][NH:13][C:14]([CH:16]1[CH2:17][CH2:18][N:19]([C:22]2[C:27]([C:28]3[CH:29]=[CH:30][CH:31]=[CH:32][CH:33]=3)=[CH:26][N:25]=[CH:24][C:23]=2[Cl:34])[CH2:20][CH2:21]1)=[O:15]. The yield is 0.810. (6) The yield is 0.800. The catalyst is CN(C1C=CN=CC=1)C.ClCCl. The product is [CH3:23][C@:17]12[CH2:16][CH2:15][C:14](=[O:24])[CH:13]=[C:12]1[CH2:11][CH2:10][C@@H:9]1[C@@H:18]2[CH2:19][CH2:20][C@@:21]2([CH3:22])[C@H:8]1[CH2:7][CH2:6][C@@H:5]2/[C:3](=[N:2]/[O:1][C:25](=[O:32])[C:50]1[CH:49]=[CH:48][CH:34]=[CH:53][N:51]=1)/[CH3:4]. The reactants are [OH:1]/[N:2]=[C:3](/[C@@H:5]1[C@:21]2([CH3:22])[C@H:8]([C@H:9]3[C@H:18]([CH2:19][CH2:20]2)[C@:17]2([CH3:23])[C:12](=[CH:13][C:14](=[O:24])[CH2:15][CH2:16]2)[CH2:11][CH2:10]3)[CH2:7][CH2:6]1)\[CH3:4].[C:25](O)(=[O:32])C1C=CC=NC=1.[CH:34](N(CC)C(C)C)(C)C.CCN=C=N[CH2:48][CH2:49][CH2:50][N:51]([CH3:53])C.